This data is from Full USPTO retrosynthesis dataset with 1.9M reactions from patents (1976-2016). The task is: Predict the reactants needed to synthesize the given product. (1) Given the product [CH2:14]([N:10]([CH2:47][CH3:48])[C:8](=[O:9])[CH2:7][C:6](=[O:11])[CH2:5][C:34](=[O:35])/[CH:33]=[CH:32]/[C:31]1[C:22]([CH:19]2[CH2:20][CH2:21]2)=[N:23][C:24]2[C:29]([C:30]=1[C:40]1[CH:41]=[CH:42][C:43]([F:46])=[CH:44][CH:45]=1)=[CH:28][CH:27]=[CH:26][CH:25]=2)[CH3:15], predict the reactants needed to synthesize it. The reactants are: [H-].[Na+].C([CH:5](CC)[C:6](=[O:11])[CH2:7][C:8]([NH2:10])=[O:9])C.[CH2:14]([Li])[CH2:15]CC.[CH:19]1([C:22]2[C:31]([CH:32]=[CH:33][C:34](N(OC)C)=[O:35])=[C:30]([C:40]3[CH:45]=[CH:44][C:43]([F:46])=[CH:42][CH:41]=3)[C:29]3[C:24](=[CH:25][CH:26]=[CH:27][CH:28]=3)[N:23]=2)[CH2:21][CH2:20]1.[C:47](O)(=O)[CH3:48].[Na+].[Cl-]. (2) Given the product [CH3:11][C:2]([NH:12][NH:16][C:18]([O:20][C:21]([CH3:24])([CH3:23])[CH3:22])=[O:19])([CH3:1])[CH2:3][C:4]1[CH:9]=[CH:8][C:7]([CH3:10])=[CH:6][CH:5]=1, predict the reactants needed to synthesize it. The reactants are: [CH3:1][C:2]([NH2:12])([CH3:11])[CH2:3][C:4]1[CH:9]=[CH:8][C:7]([CH3:10])=[CH:6][CH:5]=1.ClC(Cl)(Cl)C1O[N:16]1[C:18]([O:20][C:21]([CH3:24])([CH3:23])[CH3:22])=[O:19]. (3) Given the product [CH3:48][N:45]1[CH2:46][CH2:47][C:43]([C:40]2[N:41]=[CH:42][C:37]([C:16]3[CH:15]=[CH:14][C:13]([C@@H:11]([N:7]4[CH2:6][CH2:5][C@:4]([CH2:3][C:2]([OH:1])([CH3:34])[CH3:35])([C:28]5[CH:33]=[CH:32][CH:31]=[CH:30][CH:29]=5)[O:9][C:8]4=[O:10])[CH3:12])=[CH:18][CH:17]=3)=[CH:38][CH:39]=2)([CH3:50])[C:44]1=[O:49], predict the reactants needed to synthesize it. The reactants are: [OH:1][C:2]([CH3:35])([CH3:34])[CH2:3][C@@:4]1([C:28]2[CH:33]=[CH:32][CH:31]=[CH:30][CH:29]=2)[O:9][C:8](=[O:10])[N:7]([C@H:11]([C:13]2[CH:18]=[CH:17][C:16](B3OC(C)(C)C(C)(C)O3)=[CH:15][CH:14]=2)[CH3:12])[CH2:6][CH2:5]1.Br[C:37]1[CH:38]=[CH:39][C:40]([C:43]2([CH3:50])[CH2:47][CH2:46][N:45]([CH3:48])[C:44]2=[O:49])=[N:41][CH:42]=1. (4) Given the product [CH2:27]([O:26][C:24]([C:21]1([C:18]2[CH:19]=[CH:20][C:15]([C:12]3[CH:11]=[CH:10][C:9]([C:31]4[CH:32]=[N:33][N:34]([CH3:37])[C:35]=4[NH2:36])=[CH:14][CH:13]=3)=[CH:16][CH:17]=2)[CH2:23][CH2:22]1)=[O:25])[CH3:28], predict the reactants needed to synthesize it. The reactants are: CC1(C)C(C)(C)OB([C:9]2[CH:14]=[CH:13][C:12]([C:15]3[CH:20]=[CH:19][C:18]([C:21]4([C:24]([O:26][CH2:27][CH3:28])=[O:25])[CH2:23][CH2:22]4)=[CH:17][CH:16]=3)=[CH:11][CH:10]=2)O1.Br[C:31]1[CH:32]=[N:33][N:34]([CH3:37])[C:35]=1[NH2:36].CC(C1C=C(C(C)C)C(C2C=CC=CC=2P(C2CCCCC2)C2CCCCC2)=C(C(C)C)C=1)C.[O-]P([O-])([O-])=O.[K+].[K+].[K+]. (5) Given the product [CH3:1][C:2]1[C:3]([C:11]2[S:12][C:13]([C:16](=[O:18])[CH3:17])=[CH:14][CH:15]=2)=[N:4][O:5][C:6]=1[C:7]([F:8])([F:10])[F:9], predict the reactants needed to synthesize it. The reactants are: [CH3:1][C:2]1[C:3]([C:11]2[S:12][CH:13]=[CH:14][CH:15]=2)=[N:4][O:5][C:6]=1[C:7]([F:10])([F:9])[F:8].[C:16](OC1C=CC=CC=1C(Cl)=O)(=[O:18])[CH3:17]. (6) Given the product [Cl:32][C:23]1[CH:24]=[C:25]([S:28]([CH3:31])(=[O:29])=[O:30])[CH:26]=[CH:27][C:22]=1[CH2:21][C:9]1[C:10]([O:17][CH:18]([F:19])[F:20])=[N:11][C:12]2[C:7]([C:8]=1[CH3:33])=[C:6]([O:5][CH2:4][C:3]([OH:34])=[O:2])[CH:15]=[CH:14][C:13]=2[F:16], predict the reactants needed to synthesize it. The reactants are: C[O:2][C:3](=[O:34])[CH2:4][O:5][C:6]1[CH:15]=[CH:14][C:13]([F:16])=[C:12]2[C:7]=1[C:8]([CH3:33])=[C:9]([CH2:21][C:22]1[CH:27]=[CH:26][C:25]([S:28]([CH3:31])(=[O:30])=[O:29])=[CH:24][C:23]=1[Cl:32])[C:10]([O:17][CH:18]([F:20])[F:19])=[N:11]2.CO.[OH-].[Li+].O. (7) Given the product [CH3:35][C:22]1([CH3:34])[O:21][C:20]2[N:19]=[C:18]([N:36]3[CH2:37][CH:38]4[O:43][CH:41]([CH2:40][CH2:39]4)[CH2:42]3)[N:17]=[C:16]([C:13]3[CH:12]=[CH:11][C:10]([NH:9][C:8]([NH:51][C:48]4[CH:49]=[CH:50][N:46]([CH3:45])[N:47]=4)=[O:7])=[CH:15][CH:14]=3)[C:26]=2[C:25](=[O:27])[N:24]([CH:28]2[CH2:33][CH2:32][O:31][CH2:30][CH2:29]2)[CH2:23]1, predict the reactants needed to synthesize it. The reactants are: C1([O:7][C:8](=O)[NH:9][C:10]2[CH:15]=[CH:14][C:13]([C:16]3[C:26]4[C:25](=[O:27])[N:24]([CH:28]5[CH2:33][CH2:32][O:31][CH2:30][CH2:29]5)[CH2:23][C:22]([CH3:35])([CH3:34])[O:21][C:20]=4[N:19]=[C:18]([N:36]4[CH2:42][CH:41]5[O:43][CH:38]([CH2:39][CH2:40]5)[CH2:37]4)[N:17]=3)=[CH:12][CH:11]=2)C=CC=CC=1.[CH3:45][N:46]1[CH:50]=[CH:49][C:48]([NH2:51])=[N:47]1.CN(C=O)C.